Task: Regression. Given two drug SMILES strings and cell line genomic features, predict the synergy score measuring deviation from expected non-interaction effect.. Dataset: NCI-60 drug combinations with 297,098 pairs across 59 cell lines (1) Drug 1: CS(=O)(=O)C1=CC(=C(C=C1)C(=O)NC2=CC(=C(C=C2)Cl)C3=CC=CC=N3)Cl. Drug 2: CCCCCOC(=O)NC1=NC(=O)N(C=C1F)C2C(C(C(O2)C)O)O. Cell line: SK-MEL-2. Synergy scores: CSS=0.0560, Synergy_ZIP=4.67, Synergy_Bliss=7.47, Synergy_Loewe=0.920, Synergy_HSA=2.57. (2) Drug 1: COC1=C(C=C2C(=C1)N=CN=C2NC3=CC(=C(C=C3)F)Cl)OCCCN4CCOCC4. Drug 2: CCCCC(=O)OCC(=O)C1(CC(C2=C(C1)C(=C3C(=C2O)C(=O)C4=C(C3=O)C=CC=C4OC)O)OC5CC(C(C(O5)C)O)NC(=O)C(F)(F)F)O. Cell line: 786-0. Synergy scores: CSS=12.9, Synergy_ZIP=-4.96, Synergy_Bliss=-9.06, Synergy_Loewe=-6.72, Synergy_HSA=-6.56. (3) Drug 1: CC=C1C(=O)NC(C(=O)OC2CC(=O)NC(C(=O)NC(CSSCCC=C2)C(=O)N1)C(C)C)C(C)C. Drug 2: C1C(C(OC1N2C=NC(=NC2=O)N)CO)O. Cell line: KM12. Synergy scores: CSS=43.2, Synergy_ZIP=-1.83, Synergy_Bliss=-4.29, Synergy_Loewe=-4.86, Synergy_HSA=-4.16. (4) Drug 1: CC1=C2C(C(=O)C3(C(CC4C(C3C(C(C2(C)C)(CC1OC(=O)C(C(C5=CC=CC=C5)NC(=O)OC(C)(C)C)O)O)OC(=O)C6=CC=CC=C6)(CO4)OC(=O)C)OC)C)OC. Drug 2: B(C(CC(C)C)NC(=O)C(CC1=CC=CC=C1)NC(=O)C2=NC=CN=C2)(O)O. Cell line: KM12. Synergy scores: CSS=34.4, Synergy_ZIP=-0.812, Synergy_Bliss=-3.42, Synergy_Loewe=-4.29, Synergy_HSA=-2.12. (5) Drug 1: CC1C(C(CC(O1)OC2CC(OC(C2O)C)OC3=CC4=CC5=C(C(=O)C(C(C5)C(C(=O)C(C(C)O)O)OC)OC6CC(C(C(O6)C)O)OC7CC(C(C(O7)C)O)OC8CC(C(C(O8)C)O)(C)O)C(=C4C(=C3C)O)O)O)O. Drug 2: C1CCC(C(C1)N)N.C(=O)(C(=O)[O-])[O-].[Pt+4]. Cell line: OVCAR3. Synergy scores: CSS=52.4, Synergy_ZIP=-2.05, Synergy_Bliss=0.146, Synergy_Loewe=-11.1, Synergy_HSA=-0.635.